From a dataset of Catalyst prediction with 721,799 reactions and 888 catalyst types from USPTO. Predict which catalyst facilitates the given reaction. Reactant: [CH2:1]([O:3][C:4](=[O:17])[CH2:5][N:6]1[CH:14]=[N:13][C:12]2[C:7]1=[N:8][C:9](N)=[N:10][C:11]=2[I:15])[CH3:2].ClC(Cl)(O[C:22](=[O:28])OC(Cl)(Cl)Cl)Cl.C([N:33](CC)C(C)C)(C)C.[CH:39]([OH:52])([C:46]1[CH:51]=[CH:50][CH:49]=[CH:48][CH:47]=1)[C:40]1[CH:45]=[CH:44][CH:43]=[CH:42][CH:41]=1.Cl.[Cl-].[Na+].S([O-])([O-])(=O)=S.[Na+].[Na+]. Product: [CH2:1]([O:3][C:4](=[O:17])[CH2:5][N:6]1[C:14]([NH2:33])=[N:13][C:12]2[C:7]1=[N:8][C:9]([C:22]([O:52][CH:39]([C:46]1[CH:47]=[CH:48][CH:49]=[CH:50][CH:51]=1)[C:40]1[CH:45]=[CH:44][CH:43]=[CH:42][CH:41]=1)=[O:28])=[N:10][C:11]=2[I:15])[CH3:2]. The catalyst class is: 1.